Predict the reactants needed to synthesize the given product. From a dataset of Full USPTO retrosynthesis dataset with 1.9M reactions from patents (1976-2016). The reactants are: Cl.[C:2]([CH2:4][C:5]1[C:14]([O:15]C)=[C:13]2[O:17][C:18]([CH3:21])([CH3:20])[CH2:19][C:12]2=[C:11]2[C:6]=1[CH2:7][C:8]([CH3:33])([CH3:32])[N:9]=[C:10]2[C:22]1[CH:23]=[C:24]([CH:29]=[CH:30][CH:31]=1)[C:25]([NH:27][CH3:28])=[O:26])#[N:3].[Cl-].[Al+3].[Cl-].[Cl-].C(OCC)(=O)C.[OH-].[Na+]. Given the product [C:2]([CH2:4][C:5]1[C:14]([OH:15])=[C:13]2[O:17][C:18]([CH3:21])([CH3:20])[CH2:19][C:12]2=[C:11]2[C:6]=1[CH2:7][C:8]([CH3:33])([CH3:32])[N:9]=[C:10]2[C:22]1[CH:23]=[C:24]([CH:29]=[CH:30][CH:31]=1)[C:25]([NH:27][CH3:28])=[O:26])#[N:3], predict the reactants needed to synthesize it.